Dataset: Retrosynthesis with 50K atom-mapped reactions and 10 reaction types from USPTO. Task: Predict the reactants needed to synthesize the given product. (1) Given the product NCc1cccc2c1Cc1c-2[nH]c(=O)c2nccn12, predict the reactants needed to synthesize it. The reactants are: N#Cc1cccc2c1Cc1c-2[nH]c(=O)c2nccn12. (2) Given the product CC(O)c1ccc(Cl)c(F)c1, predict the reactants needed to synthesize it. The reactants are: C[Mg+].O=Cc1ccc(Cl)c(F)c1. (3) Given the product Cc1ccc(S(=O)(=O)n2c(C(=O)c3cnn(-c4ccc5[nH]c(C)nc5c4)c3N)cc3ccc(NS(C)(=O)=O)cc32)cc1, predict the reactants needed to synthesize it. The reactants are: CS(N)(=O)=O.Cc1ccc(S(=O)(=O)n2c(C(=O)c3cnn(-c4ccc5[nH]c(C)nc5c4)c3N)cc3ccc(I)cc32)cc1.